This data is from Reaction yield outcomes from USPTO patents with 853,638 reactions. The task is: Predict the reaction yield, written as a fraction of the theoretical maximum amount of product (1.0 means a 100% yield; for example, 0.34 means a 34% yield). (1) The reactants are [NH2:1][C:2]1[S:3][CH:4]=[CH:5][N:6]=1.Br[CH2:8][C:9]([C:11]1[CH:16]=[CH:15][C:14]([F:17])=[C:13]([O:18][CH3:19])[CH:12]=1)=O.[OH-].[NH4+]. The catalyst is C(O)C. The product is [F:17][C:14]1[CH:15]=[CH:16][C:11]([C:9]2[N:1]=[C:2]3[N:6]([CH:8]=2)[CH:5]=[CH:4][S:3]3)=[CH:12][C:13]=1[O:18][CH3:19]. The yield is 0.660. (2) The reactants are Br[C:2]1[CH:7]=[N:6][CH2:5][C:4](N)([O:8][CH3:9])[N:3]=1.[CH3:11][PH:12](=[O:14])[CH3:13].P([O-])([O-])([O-])=O.[K+].[K+].[K+].C[N:24](C=O)C. The catalyst is C([O-])(=O)C.[Pd+2].C([O-])(=O)C.CC1(C)C2C(=C(P(C3C=CC=CC=3)C3C=CC=CC=3)C=CC=2)OC2C(P(C3C=CC=CC=3)C3C=CC=CC=3)=CC=CC1=2. The product is [CH3:11][P:12]([C:2]1[N:3]=[C:4]([O:8][CH3:9])[C:5]([NH2:24])=[N:6][CH:7]=1)([CH3:13])=[O:14]. The yield is 0.630. (3) The reactants are C(O[C:6](=[O:12])[O:7][C:8]([CH3:11])([CH3:10])[CH3:9])(C)(C)C.[NH2:13][CH2:14][CH2:15][O:16][CH2:17][CH2:18][OH:19]. The catalyst is C(Cl)(Cl)Cl. The product is [C:6]([CH:14]([NH2:13])[CH2:15][O:16][CH2:17][CH2:18][OH:19])([O:7][C:8]([CH3:9])([CH3:10])[CH3:11])=[O:12]. The yield is 0.990.